From a dataset of Peptide-MHC class II binding affinity with 134,281 pairs from IEDB. Regression. Given a peptide amino acid sequence and an MHC pseudo amino acid sequence, predict their binding affinity value. This is MHC class II binding data. The peptide sequence is WKPDTVYTSKLQFGA. The MHC is HLA-DQA10102-DQB10602 with pseudo-sequence HLA-DQA10102-DQB10602. The binding affinity (normalized) is 0.622.